This data is from Reaction yield outcomes from USPTO patents with 853,638 reactions. The task is: Predict the reaction yield, written as a fraction of the theoretical maximum amount of product (1.0 means a 100% yield; for example, 0.34 means a 34% yield). (1) The reactants are CN[C@H:3]1[CH2:8][CH2:7][C@H:6]([OH:9])[CH2:5][CH2:4]1.[C:10](O[C:10]([O:12][C:13]([CH3:16])([CH3:15])[CH3:14])=[O:11])([O:12][C:13]([CH3:16])([CH3:15])[CH3:14])=[O:11].[C:25](#[N:27])C. No catalyst specified. The product is [OH:9][C@H:6]1[CH2:5][CH2:4][C@H:3]([CH2:25][NH:27][C:10](=[O:11])[O:12][C:13]([CH3:16])([CH3:15])[CH3:14])[CH2:8][CH2:7]1. The yield is 0.870. (2) The reactants are [OH-].[Na+].C[O:4][C:5]([C:7]1([NH:13][C:14]([C:16]2[CH:20]=[CH:19][O:18][CH:17]=2)=[O:15])[CH2:12][CH2:11][CH2:10][CH2:9][CH2:8]1)=[O:6].CCOCC. The catalyst is O1CCCC1. The product is [O:18]1[CH:19]=[CH:20][C:16]([C:14]([NH:13][C:7]2([C:5]([OH:6])=[O:4])[CH2:12][CH2:11][CH2:10][CH2:9][CH2:8]2)=[O:15])=[CH:17]1. The yield is 0.970. (3) The reactants are Br[C:2]1[CH:7]=[C:6](F)[CH:5]=[CH:4][C:3]=1I.[F:10][C:11]([F:22])([F:21])[C:12]1[CH:17]=[CH:16][C:15](B(O)O)=[CH:14][CH:13]=1.C(=O)([O-])[O-].[Na+].[Na+]. The catalyst is O1CCOCC1.Cl[Pd]Cl. The product is [F:10][C:11]([F:22])([F:21])[C:3]1[CH:4]=[CH:5][C:6]([C:12]2[CH:13]=[CH:14][CH:15]=[CH:16][C:17]=2[C:15]2[CH:16]=[CH:17][C:12]([C:11]([F:22])([F:21])[F:10])=[CH:13][CH:14]=2)=[CH:7][CH:2]=1. The yield is 0.870.